Dataset: Full USPTO retrosynthesis dataset with 1.9M reactions from patents (1976-2016). Task: Predict the reactants needed to synthesize the given product. (1) Given the product [Br:1][C:2]1[C:10]2[N:9]=[C:8]([CH:11]([F:13])[F:12])[N:7]([CH2:14][C:15]3[CH:20]=[CH:19][CH:18]=[C:17]([C:21]([F:24])([F:22])[F:23])[C:16]=3[CH3:25])[C:6]=2[CH:5]=[C:4]([NH2:26])[CH:3]=1, predict the reactants needed to synthesize it. The reactants are: [Br:1][C:2]1[C:10]2[N:9]=[C:8]([CH:11]([F:13])[F:12])[N:7]([CH2:14][C:15]3[CH:20]=[CH:19][CH:18]=[C:17]([C:21]([F:24])([F:23])[F:22])[C:16]=3[CH3:25])[C:6]=2[CH:5]=[C:4]([N+:26]([O-])=O)[CH:3]=1. (2) Given the product [C:1]([O:5][C:6](=[O:34])[CH2:7][CH2:8][C@@H:9]([CH2:25][OH:26])[CH2:10][C@H:11]1[CH2:15][O:14][C:13]([CH3:17])([CH3:16])[N:12]1[C:18]([O:20][C:21]([CH3:24])([CH3:23])[CH3:22])=[O:19])([CH3:3])([CH3:2])[CH3:4], predict the reactants needed to synthesize it. The reactants are: [C:1]([O:5][C:6](=[O:34])[CH2:7][CH2:8][C@@H:9]([C:25](N1[C@H](C)COC1=O)=[O:26])[CH2:10][C@H:11]1[CH2:15][O:14][C:13]([CH3:17])([CH3:16])[N:12]1[C:18]([O:20][C:21]([CH3:24])([CH3:23])[CH3:22])=[O:19])([CH3:4])([CH3:3])[CH3:2].[BH4-].[Na+]. (3) Given the product [CH:1]1([O:6][C:7]2[N:12]=[C:11]([CH2:13][C:14]3[CH:19]=[CH:18][C:17]([CH2:20][C:21]([OH:23])=[O:22])=[CH:16][CH:15]=3)[CH:10]=[C:9]([C:25]([F:27])([F:28])[F:26])[N:8]=2)[CH2:5][CH2:4][CH2:3][CH2:2]1, predict the reactants needed to synthesize it. The reactants are: [CH:1]1([O:6][C:7]2[N:12]=[C:11]([CH2:13][C:14]3[CH:19]=[CH:18][C:17]([CH2:20][C:21]([O:23]C)=[O:22])=[CH:16][CH:15]=3)[CH:10]=[C:9]([C:25]([F:28])([F:27])[F:26])[N:8]=2)[CH2:5][CH2:4][CH2:3][CH2:2]1.O1CCOCC1.O.[OH-].[Li+].Cl.